Predict the reactants needed to synthesize the given product. From a dataset of Full USPTO retrosynthesis dataset with 1.9M reactions from patents (1976-2016). Given the product [C:22]1([CH:7]([C:1]2[CH:2]=[CH:3][CH:4]=[CH:5][CH:6]=2)[CH2:8][NH:9][C:10]2[N:18]=[C:17]([C:19]([NH:36][CH2:35][CH2:34][N:28]3[CH2:33][CH2:32][CH2:31][CH2:30][CH2:29]3)=[O:20])[N:16]=[C:15]3[C:11]=2[N:12]=[CH:13][NH:14]3)[CH:23]=[CH:24][CH:25]=[CH:26][CH:27]=1, predict the reactants needed to synthesize it. The reactants are: [C:1]1([CH:7]([C:22]2[CH:27]=[CH:26][CH:25]=[CH:24][CH:23]=2)[CH2:8][NH:9][C:10]2[N:18]=[C:17]([C:19](O)=[O:20])[N:16]=[C:15]3[C:11]=2[N:12]=[CH:13][NH:14]3)[CH:6]=[CH:5][CH:4]=[CH:3][CH:2]=1.[N:28]1([CH2:34][CH2:35][NH2:36])[CH2:33][CH2:32][CH2:31][CH2:30][CH2:29]1.